Dataset: Peptide-MHC class II binding affinity with 134,281 pairs from IEDB. Task: Regression. Given a peptide amino acid sequence and an MHC pseudo amino acid sequence, predict their binding affinity value. This is MHC class II binding data. (1) The peptide sequence is EKKYFAATQFEPLTA. The MHC is HLA-DQA10501-DQB10201 with pseudo-sequence HLA-DQA10501-DQB10201. The binding affinity (normalized) is 0.362. (2) The binding affinity (normalized) is 0.394. The peptide sequence is LVSKLYEVVPGILTE. The MHC is HLA-DPA10103-DPB10301 with pseudo-sequence HLA-DPA10103-DPB10301. (3) The peptide sequence is KTLEAAFTVSSKRNL. The MHC is HLA-DQA10401-DQB10402 with pseudo-sequence HLA-DQA10401-DQB10402. The binding affinity (normalized) is 0.0569. (4) The MHC is DRB3_0101 with pseudo-sequence DRB3_0101. The binding affinity (normalized) is 0.0604. The peptide sequence is EDFREFSRAKGLNQEI. (5) The peptide sequence is SYTIVSSLGVDDVGT. The MHC is DRB3_0101 with pseudo-sequence DRB3_0101. The binding affinity (normalized) is 0.105. (6) The peptide sequence is GELQIVDKIDRAFKI. The MHC is DRB3_0202 with pseudo-sequence DRB3_0202. The binding affinity (normalized) is 0.312.